This data is from Catalyst prediction with 721,799 reactions and 888 catalyst types from USPTO. The task is: Predict which catalyst facilitates the given reaction. (1) Reactant: [Cl:1][C:2]1[CH:3]=[C:4]2[C:8](=[C:9]([C:11]([OH:13])=O)[CH:10]=1)[NH:7][CH:6]=[CH:5]2.CN(C(ON1N=NC2C=CC=CC1=2)=[N+](C)C)C.[B-](F)(F)(F)F.C(N(CC)C(C)C)(C)C.[C:45]([C:49]1[CH:66]=[CH:65][C:52]([CH2:53][NH:54][CH2:55][CH2:56][C:57]2[CH:62]=[CH:61][CH:60]=[C:59]([Cl:63])[C:58]=2[F:64])=[CH:51][CH:50]=1)([CH3:48])([CH3:47])[CH3:46]. Product: [C:45]([C:49]1[CH:66]=[CH:65][C:52]([CH2:53][N:54]([CH2:55][CH2:56][C:57]2[CH:62]=[CH:61][CH:60]=[C:59]([Cl:63])[C:58]=2[F:64])[C:11]([C:9]2[CH:10]=[C:2]([Cl:1])[CH:3]=[C:4]3[C:8]=2[NH:7][CH:6]=[CH:5]3)=[O:13])=[CH:51][CH:50]=1)([CH3:48])([CH3:46])[CH3:47]. The catalyst class is: 18. (2) Reactant: [CH:1]1([N:6]2[C:14]3[CH:13]=[CH:12][NH:11][C:10](=[O:15])[C:9]=3[C:8]([C:16]3[CH:17]=[C:18]([C:21](O)=[O:22])[S:19][CH:20]=3)=[N:7]2)[CH2:5][CH2:4][CH2:3][CH2:2]1.CC[N:26]=C=NCCCN(C)C.Cl.C(N(CC)CC)C.O. Product: [CH:1]1([N:6]2[C:14]3[CH:13]=[CH:12][NH:11][C:10](=[O:15])[C:9]=3[C:8]([C:16]3[CH:17]=[C:18]([C:21]([NH2:26])=[O:22])[S:19][CH:20]=3)=[N:7]2)[CH2:2][CH2:3][CH2:4][CH2:5]1. The catalyst class is: 3.